Dataset: Reaction yield outcomes from USPTO patents with 853,638 reactions. Task: Predict the reaction yield, written as a fraction of the theoretical maximum amount of product (1.0 means a 100% yield; for example, 0.34 means a 34% yield). (1) The reactants are [CH2:1]([O:4][C@H:5]1[C:13]2[C:8](=[CH:9][C:10]([O:14][CH3:15])=[CH:11][CH:12]=2)[C@@H:7]([NH:16][CH2:17][C@@H:18]([OH:30])[C@@H:19]([NH2:29])[CH2:20][C:21]2[CH:26]=[C:25]([F:27])[CH:24]=[C:23]([F:28])[CH:22]=2)[CH2:6]1)[CH:2]=[CH2:3].[O:31]=[C:32]1[CH2:36][CH2:35][CH2:34][N:33]1[CH:37]([CH2:41][CH:42]=[CH2:43])[C:38](O)=[O:39].C(Cl)CCl.C1C=CC2N(O)N=NC=2C=1.CCN(C(C)C)C(C)C.C([O-])(O)=O.[Na+]. The catalyst is CN(C=O)C. The product is [CH2:1]([O:4][C@H:5]1[C:13]2[C:8](=[CH:9][C:10]([O:14][CH3:15])=[CH:11][CH:12]=2)[C@@H:7]([NH:16][CH2:17][C@@H:18]([OH:30])[C@@H:19]([NH:29][C:38](=[O:39])[C@@H:37]([N:33]2[CH2:34][CH2:35][CH2:36][C:32]2=[O:31])[CH2:41][CH:42]=[CH2:43])[CH2:20][C:21]2[CH:22]=[C:23]([F:28])[CH:24]=[C:25]([F:27])[CH:26]=2)[CH2:6]1)[CH:2]=[CH2:3]. The yield is 0.280. (2) The reactants are [CH3:1][C:2]1[C:3]([CH3:11])=[C:4]([CH3:10])[C:5]([CH3:9])=[C:6]([CH3:8])[CH:7]=1.F[B-](F)(F)F.O=[N+:18]=O. The catalyst is ClCCl. The product is [CH3:8][C:6]1[C:7]([NH2:18])=[C:2]([CH3:1])[C:3]([CH3:11])=[C:4]([CH3:10])[C:5]=1[CH3:9]. The yield is 0.520. (3) The reactants are [Cl:1][C:2]1[N:10]=[C:9]2[C:5]([NH:6][CH:7]=[N:8]2)=[C:4]([Cl:11])[N:3]=1.[CH3:12][CH:13](O)[CH2:14][CH3:15].C1(P(C2C=CC=CC=2)C2C=CC=CC=2)C=CC=CC=1. The catalyst is O1CCCC1. The product is [CH:13]([N:8]1[CH:7]=[N:6][C:5]2[C:9]1=[N:10][C:2]([Cl:1])=[N:3][C:4]=2[Cl:11])([CH2:14][CH3:15])[CH3:12]. The yield is 0.500. (4) The reactants are I[C:2]1[CH:7]=[CH:6][CH:5]=[CH:4][N:3]=1.[CH2:8]([C:12]1[N:16]([CH3:17])[C:15]2[CH:18]=[CH:19][C:20]([F:22])=[CH:21][C:14]=2[N:13]=1)[CH2:9][C:10]#[CH:11]. No catalyst specified. The product is [F:22][C:20]1[CH:19]=[CH:18][C:15]2[N:16]([CH3:17])[C:12]([CH2:8][CH2:9][C:10]#[C:11][C:2]3[CH:7]=[CH:6][CH:5]=[CH:4][N:3]=3)=[N:13][C:14]=2[CH:21]=1. The yield is 0.270. (5) The reactants are C(O[C:9]1[CH:14]=[C:13]([O:15][CH2:16][C:17]2[CH:22]=[CH:21][CH:20]=[CH:19][CH:18]=2)[C:12]([CH:23]([CH3:25])[CH3:24])=[CH:11][C:10]=1[C:26]1[O:30][N:29]=[C:28]([C:31](=[O:35])[NH:32][CH2:33][CH3:34])[C:27]=1[C:36]1[N:40]=[C:39]([C:41]([O:43]CC)=O)[O:38][N:37]=1)C1C=CC=CC=1.[CH2:46]([NH2:48])[CH3:47].[CH3:49][OH:50]. No catalyst specified. The product is [CH2:49]([O:50][C:9]1[CH:14]=[C:13]([O:15][CH2:16][C:17]2[CH:22]=[CH:21][CH:20]=[CH:19][CH:18]=2)[C:12]([CH:23]([CH3:24])[CH3:25])=[CH:11][C:10]=1[C:26]1[O:30][N:29]=[C:28]([C:31](=[O:35])[NH:32][CH2:33][CH3:34])[C:27]=1[C:36]1[N:40]=[C:39]([C:41]([NH:48][CH2:46][CH3:47])=[O:43])[O:38][N:37]=1)[C:9]1[CH:14]=[CH:13][CH:12]=[CH:11][CH:10]=1. The yield is 0.990. (6) The reactants are I[C:2]1[CH:3]=[C:4]([N:8]2[C:12]3=[N:13][N:14]=[CH:15][CH:16]=[C:11]3[C:10]([C:17]([O:19][CH3:20])=[O:18])=[N:9]2)[CH:5]=[CH:6][CH:7]=1.[C:21]([C@:23]1([OH:30])[CH2:27][CH2:26][N:25]([CH3:28])[C:24]1=[O:29])#[CH:22]. No catalyst specified. The product is [OH:30][C@@:23]1([C:21]#[C:22][C:2]2[CH:3]=[C:4]([N:8]3[C:12]4=[N:13][N:14]=[CH:15][CH:16]=[C:11]4[C:10]([C:17]([O:19][CH3:20])=[O:18])=[N:9]3)[CH:5]=[CH:6][CH:7]=2)[CH2:27][CH2:26][N:25]([CH3:28])[C:24]1=[O:29]. The yield is 0.490. (7) The reactants are [S:1]1[C:5]2[CH:6]=[CH:7][CH:8]=[CH:9][C:4]=2[N:3]=[C:2]1[N:10]1[C:14](=[O:15])[CH:13]=[C:12]([C:16]2[S:17][CH:18]=[CH:19][CH:20]=2)[NH:11]1.CO[CH:23](OC)[N:24]([CH3:26])[CH3:25].C(OCC)C. The product is [S:1]1[C:5]2[CH:6]=[CH:7][CH:8]=[CH:9][C:4]=2[N:3]=[C:2]1[N:10]1[C:14](=[O:15])[C:13](=[CH:23][N:24]([CH3:26])[CH3:25])[C:12]([C:16]2[S:17][CH:18]=[CH:19][CH:20]=2)=[N:11]1. The catalyst is C1COCC1. The yield is 0.880.